Dataset: Full USPTO retrosynthesis dataset with 1.9M reactions from patents (1976-2016). Task: Predict the reactants needed to synthesize the given product. Given the product [CH3:1][C:2]1[N:7]=[C:6]([CH2:8][CH2:9][CH3:10])[N:5]([CH2:20][C:21]2[CH:26]=[CH:25][C:24]([C:27]3[CH:32]=[CH:31][CH:30]=[CH:29][C:28]=3[C:33]3[NH:37][C:36](=[O:43])[O:35][N:34]=3)=[CH:23][CH:22]=2)[C:4](=[O:11])[C:3]=1[CH2:12][C:13]1[CH:18]=[CH:17][CH:16]=[CH:15][N:14]=1, predict the reactants needed to synthesize it. The reactants are: [CH3:1][C:2]1[N:7]=[C:6]([CH2:8][CH2:9][CH3:10])[NH:5][C:4](=[O:11])[C:3]=1[CH2:12][C:13]1[CH:18]=[CH:17][CH:16]=[CH:15][N:14]=1.Br[CH2:20][C:21]1[CH:26]=[CH:25][C:24]([C:27]2[CH:32]=[CH:31][CH:30]=[CH:29][C:28]=2[C:33]2[N:37]=[C:36](C(Cl)(Cl)Cl)[O:35][N:34]=2)=[CH:23][CH:22]=1.C(=O)([O-])[O-:43].[K+].[K+].